This data is from Catalyst prediction with 721,799 reactions and 888 catalyst types from USPTO. The task is: Predict which catalyst facilitates the given reaction. Reactant: [Br:1][C:2]1[CH:11]=[CH:10][C:9]2[C:8]([OH:12])=[C:7]([Br:13])[CH:6]=[CH:5][C:4]=2[C:3]=1[OH:14].N1C=CC=CC=1.[F:21][C:22]([F:35])([F:34])[S:23](O[S:23]([C:22]([F:35])([F:34])[F:21])(=[O:25])=[O:24])(=[O:25])=[O:24].Cl. Product: [F:21][C:22]([F:35])([F:34])[S:23]([O:12][C:8]1[C:9]2[C:4](=[C:3]([O:14][S:23]([C:22]([F:21])([F:34])[F:35])(=[O:24])=[O:25])[C:2]([Br:1])=[CH:11][CH:10]=2)[CH:5]=[CH:6][C:7]=1[Br:13])(=[O:25])=[O:24]. The catalyst class is: 46.